From a dataset of Full USPTO retrosynthesis dataset with 1.9M reactions from patents (1976-2016). Predict the reactants needed to synthesize the given product. (1) The reactants are: [Mg].Br[C:3]1[C:8]([CH:9]([CH3:11])[CH3:10])=[CH:7][C:6]([CH:12]([CH3:14])[CH3:13])=[CH:5][C:4]=1[CH:15]([CH3:17])[CH3:16].F[C:19]1[CH:24]=[CH:23][CH:22]=[C:21]([O:25][CH3:26])[CH:20]=1.[Li]CCCC.[CH3:32][CH2:33][CH2:34][CH2:35][CH2:36][CH3:37].[I:38]I. Given the product [I:38][C:20]1[C:21]([O:25][CH3:26])=[CH:22][CH:23]=[CH:24][C:19]=1[C:3]1[C:8]([CH:9]([CH3:11])[CH3:10])=[CH:7][C:6]([CH:12]([CH3:14])[CH3:13])=[C:5]([C:34]2[CH:33]=[CH:32][CH:37]=[CH:36][CH:35]=2)[C:4]=1[CH:15]([CH3:17])[CH3:16], predict the reactants needed to synthesize it. (2) Given the product [Cl:24][C:5]1[C:6]([N:8]([CH3:23])[CH:9]2[CH2:14][CH2:13][N:12]([C:15]3[CH:22]=[CH:21][C:18]([C:19]#[N:20])=[CH:17][N:16]=3)[CH2:11][CH2:10]2)=[N:7][C:2]([NH:31][C:29]2[CH:28]=[N:27][N:26]([CH3:25])[CH:30]=2)=[N:3][CH:4]=1, predict the reactants needed to synthesize it. The reactants are: Cl[C:2]1[N:7]=[C:6]([N:8]([CH3:23])[CH:9]2[CH2:14][CH2:13][N:12]([C:15]3[CH:22]=[CH:21][C:18]([C:19]#[N:20])=[CH:17][N:16]=3)[CH2:11][CH2:10]2)[C:5]([Cl:24])=[CH:4][N:3]=1.[CH3:25][N:26]1[CH:30]=[C:29]([NH2:31])[CH:28]=[N:27]1.Cl.